Dataset: Reaction yield outcomes from USPTO patents with 853,638 reactions. Task: Predict the reaction yield, written as a fraction of the theoretical maximum amount of product (1.0 means a 100% yield; for example, 0.34 means a 34% yield). (1) The reactants are C([O:3][C:4]([C:6]1[C:15](=[O:16])[C:14]2[C:9](=[CH:10][CH:11]=[CH:12][C:13]=2[OH:17])[NH:8][CH:7]=1)=[O:5])C. The catalyst is [OH-].[Na+]. The product is [OH:17][C:13]1[CH:12]=[CH:11][CH:10]=[C:9]2[C:14]=1[C:15](=[O:16])[C:6]([C:4]([OH:5])=[O:3])=[CH:7][NH:8]2. The yield is 0.870. (2) The reactants are [CH3:1][O:2][C:3](=[O:14])[C:4]1[CH:9]=[CH:8][CH:7]=[C:6]([N+:10]([O-:12])=[O:11])[C:5]=1[CH3:13].COC(OC)N(C)C. The product is [N+:10]([C:6]1[CH:7]=[CH:8][CH:9]=[C:4]2[C:5]=1[CH:13]=[CH:1][O:2][C:3]2=[O:14])([O-:12])=[O:11]. The catalyst is CN(C)C=O. The yield is 0.544. (3) The reactants are [CH2:1]([N:4]([CH2:27][CH2:28][CH3:29])[C:5]1[CH:6]=[C:7]([CH:25]=[CH2:26])[C:8](=[O:24])[N:9]2[C:14]=1[CH:13]=[CH:12][CH:11]=[C:10]2[C:15]1[C:20]([CH3:21])=[CH:19][C:18]([CH3:22])=[CH:17][C:16]=1[CH3:23])[CH2:2][CH3:3]. The catalyst is CO.[Pd]. The product is [CH2:27]([N:4]([CH2:1][CH2:2][CH3:3])[C:5]1[CH:6]=[C:7]([CH2:25][CH3:26])[C:8](=[O:24])[N:9]2[C:14]=1[CH:13]=[CH:12][CH:11]=[C:10]2[C:15]1[C:16]([CH3:23])=[CH:17][C:18]([CH3:22])=[CH:19][C:20]=1[CH3:21])[CH2:28][CH3:29]. The yield is 1.00.